This data is from Reaction yield outcomes from USPTO patents with 853,638 reactions. The task is: Predict the reaction yield, written as a fraction of the theoretical maximum amount of product (1.0 means a 100% yield; for example, 0.34 means a 34% yield). (1) The catalyst is CN(C)C=O.O. The product is [Cl:8][C:9]1[CH:10]=[C:11]([CH:16]2[CH2:25][C:24]([CH3:26])([CH3:27])[C:23]3[N:22]=[C:21]([C:28]([NH:7][S:4]([CH3:3])(=[O:6])=[O:5])=[O:29])[CH:20]=[CH:19][C:18]=3[NH:17]2)[CH:12]=[CH:13][C:14]=1[F:15]. The reactants are [H-].[Na+].[CH3:3][S:4]([NH2:7])(=[O:6])=[O:5].[Cl:8][C:9]1[CH:10]=[C:11]([CH:16]2[CH2:25][C:24]([CH3:27])([CH3:26])[C:23]3[N:22]=[C:21]([C:28](O)=[O:29])[CH:20]=[CH:19][C:18]=3[NH:17]2)[CH:12]=[CH:13][C:14]=1[F:15].C(N1C=CN=C1)(N1C=CN=C1)=O. The yield is 0.400. (2) The reactants are [Br:1][C:2]1[CH:6]=[CH:5][S:4][C:3]=1[C:7]1[NH:11][CH:10]=[N:9][N:8]=1.II.[I:14](O)(=O)(=O)=O.C(O)(=O)C.O.S(=O)(=O)(O)O. No catalyst specified. The product is [Br:1][C:2]1[CH:6]=[C:5]([I:14])[S:4][C:3]=1[C:7]1[NH:11][CH:10]=[N:9][N:8]=1. The yield is 1.00. (3) The reactants are [I:1]/[C:2](/[CH2:7][CH3:8])=[CH:3]\[C:4]([OH:6])=O.C(Cl)(=O)C(Cl)=O.[CH2:15]([NH2:18])[CH2:16][CH3:17].C(N(CC)CC)C. The catalyst is ClCCl.O.CN(C)C=O. The product is [I:1]/[C:2](/[CH2:7][CH3:8])=[CH:3]\[C:4]([NH:18][CH2:15][CH2:16][CH3:17])=[O:6]. The yield is 0.740. (4) The reactants are [Cl:1][C:2]1[CH:3]=[CH:4][C:5]([OH:17])=[C:6]([NH:8][C:9]([N:11]2[CH2:15][CH2:14][C@H:13]([OH:16])[CH2:12]2)=[O:10])[CH:7]=1.[N+](C1C=C(S(O[CH2:31][C@@H:32]2[CH2:34][O:33]2)(=O)=O)C=CC=1)([O-])=O.C(=O)([O-])[O-].[Cs+].[Cs+]. The catalyst is CN(C)C=O. The product is [Cl:1][C:2]1[CH:3]=[CH:4][C:5]([O:17][CH2:31][C@@H:32]2[CH2:34][O:33]2)=[C:6]([NH:8][C:9]([N:11]2[CH2:15][CH2:14][C@H:13]([OH:16])[CH2:12]2)=[O:10])[CH:7]=1. The yield is 0.290.